Dataset: Catalyst prediction with 721,799 reactions and 888 catalyst types from USPTO. Task: Predict which catalyst facilitates the given reaction. (1) Reactant: [C:1]([O:5][C:6]([NH:8][C@@H:9]([CH2:13][C:14]1[CH:19]=[CH:18][CH:17]=[CH:16][N:15]=1)[C:10]([OH:12])=[O:11])=[O:7])([CH3:4])([CH3:3])[CH3:2].[CH3:20][Si](C=[N+]=[N-])(C)C. Product: [CH3:20][O:11][C:10](=[O:12])[C@@H:9]([NH:8][C:6]([O:5][C:1]([CH3:4])([CH3:2])[CH3:3])=[O:7])[CH2:13][C:14]1[CH:19]=[CH:18][CH:17]=[CH:16][N:15]=1. The catalyst class is: 5. (2) Reactant: Cl[C:2]1[C:9]([C:10]#[N:11])=[CH:8][CH:7]=[CH:6][C:3]=1C=O.[H-].[Na+].[SH:14][CH2:15][C:16]([O:18][CH3:19])=[O:17].[CH3:20]S(Cl)(=O)=O. Product: [C:10]([C:9]1[CH:8]=[CH:7][C:6]2[CH:20]=[C:15]([C:16]([O:18][CH3:19])=[O:17])[S:14][C:3]=2[CH:2]=1)#[N:11]. The catalyst class is: 13. (3) Reactant: [CH3:1][O:2][C:3](=[O:9])[C@H:4]([CH:6]([CH3:8])[CH3:7])[NH2:5].N1C=CC=CC=1.[Br:16][CH2:17][CH2:18][CH2:19][C:20](Cl)=[O:21]. Product: [CH3:1][O:2][C:3](=[O:9])[C@H:4]([CH:6]([CH3:8])[CH3:7])[NH:5][C:20](=[O:21])[CH2:19][CH2:18][CH2:17][Br:16]. The catalyst class is: 2. (4) Reactant: [NH2:1][C:2]1[C:7]2[C:8]([C:11]3[CH:12]=[C:13]4[C:17](=[CH:18][CH:19]=3)[N:16]([C:20](=[O:28])[CH2:21][C:22]3[CH:27]=[CH:26][CH:25]=[CH:24][CH:23]=3)[CH2:15][CH2:14]4)=[CH:9][S:10][C:6]=2[C:5]([C:29]2[CH2:30][CH2:31][N:32](C(OC(C)(C)C)=O)[CH2:33][CH:34]=2)=[CH:4][N:3]=1.C(O)(C(F)(F)F)=O. Product: [C:22]1([CH2:21][C:20]([N:16]2[C:17]3[C:13](=[CH:12][C:11]([C:8]4[C:7]5[C:2]([NH2:1])=[N:3][CH:4]=[C:5]([C:29]6[CH2:30][CH2:31][NH:32][CH2:33][CH:34]=6)[C:6]=5[S:10][CH:9]=4)=[CH:19][CH:18]=3)[CH2:14][CH2:15]2)=[O:28])[CH:27]=[CH:26][CH:25]=[CH:24][CH:23]=1. The catalyst class is: 4. (5) Reactant: [CH3:1][C:2]1[CH:9]=[C:8]([N+:10]([O-:12])=[O:11])[CH:7]=[CH:6][C:3]=1[C:4]#[N:5].O. Product: [CH3:1][C:2]1[CH:9]=[C:8]([N+:10]([O-:12])=[O:11])[CH:7]=[CH:6][C:3]=1[CH2:4][NH2:5]. The catalyst class is: 7.